Dataset: Catalyst prediction with 721,799 reactions and 888 catalyst types from USPTO. Task: Predict which catalyst facilitates the given reaction. (1) Reactant: [CH3:1][C:2]1[C:3]([C:28]2[CH:33]=[CH:32][CH:31]=[CH:30][CH:29]=2)=[C:4]([O:14][C:15]2[CH:20]=[CH:19][C:18](/[CH:21]=[CH:22]/[C:23]([O:25]CC)=[O:24])=[CH:17][CH:16]=2)[C:5]2[C:10]([CH:11]=1)=[CH:9][C:8]([O:12][CH3:13])=[CH:7][CH:6]=2.[OH-].[Na+].Cl. Product: [CH3:1][C:2]1[C:3]([C:28]2[CH:33]=[CH:32][CH:31]=[CH:30][CH:29]=2)=[C:4]([O:14][C:15]2[CH:20]=[CH:19][C:18](/[CH:21]=[CH:22]/[C:23]([OH:25])=[O:24])=[CH:17][CH:16]=2)[C:5]2[C:10]([CH:11]=1)=[CH:9][C:8]([O:12][CH3:13])=[CH:7][CH:6]=2. The catalyst class is: 242. (2) Reactant: [NH2:1][C:2]1[CH:11]=[CH:10][CH:9]=[C:8]2[C:3]=1[CH:4]=[CH:5][O:6][C:7]2=[O:12].[C:13]12([CH2:23][C:24](Cl)=[O:25])[CH2:22][CH:17]3[CH2:18][CH:19]([CH2:21][CH:15]([CH2:16]3)[CH2:14]1)[CH2:20]2.CN1CCOCC1.O1CCOCC1. Product: [C:13]12([CH2:23][C:24]([NH:1][C:2]3[CH:11]=[CH:10][CH:9]=[C:8]4[C:3]=3[CH:4]=[CH:5][O:6][C:7]4=[O:12])=[O:25])[CH2:20][CH:19]3[CH2:18][CH:17]([CH2:16][CH:15]([CH2:21]3)[CH2:14]1)[CH2:22]2. The catalyst class is: 2. (3) Reactant: Cl[C:2]1[N:7]=[C:6]([N:8]2[CH2:13][CH2:12][CH2:11][C@@H:10]([NH:14][C:15](=[O:19])[N:16]([CH3:18])[CH3:17])[CH2:9]2)[CH:5]=[N:4][C:3]=1[C:20]#[N:21].[NH2:22][C:23]1[CH:24]=[N:25][N:26]([CH:28]2[CH2:33][CH2:32][N:31]([C:34]([O:36][C:37]([CH3:40])([CH3:39])[CH3:38])=[O:35])[CH2:30][CH2:29]2)[CH:27]=1.C(=O)([O-])[O-].[Cs+].[Cs+].C1C=CC(P(C2C(C3C(P(C4C=CC=CC=4)C4C=CC=CC=4)=CC=C4C=3C=CC=C4)=C3C(C=CC=C3)=CC=2)C2C=CC=CC=2)=CC=1. Product: [C:20]([C:3]1[C:2]([NH:22][C:23]2[CH:24]=[N:25][N:26]([CH:28]3[CH2:29][CH2:30][N:31]([C:34]([O:36][C:37]([CH3:40])([CH3:39])[CH3:38])=[O:35])[CH2:32][CH2:33]3)[CH:27]=2)=[N:7][C:6]([N:8]2[CH2:13][CH2:12][CH2:11][C@@H:10]([NH:14][C:15]([N:16]([CH3:18])[CH3:17])=[O:19])[CH2:9]2)=[CH:5][N:4]=1)#[N:21]. The catalyst class is: 231. (4) Reactant: [CH2:1]([C:8]1[C:9]([NH:22][C:23](=O)[CH2:24][C:25]2[CH:30]=[CH:29][C:28]([O:31][CH3:32])=[CH:27][CH:26]=2)=[N:10][CH:11]=[C:12]([C:14]2[CH:19]=[CH:18][C:17]([O:20][CH3:21])=[CH:16][CH:15]=2)[N:13]=1)[C:2]1[CH:7]=[CH:6][CH:5]=[CH:4][CH:3]=1.COC1C=CC(P2(SP(C3C=CC(OC)=CC=3)(=S)S2)=[S:43])=CC=1. Product: [CH2:1]([C:8]1[C:9]([NH:22][C:23](=[S:43])[CH2:24][C:25]2[CH:30]=[CH:29][C:28]([O:31][CH3:32])=[CH:27][CH:26]=2)=[N:10][CH:11]=[C:12]([C:14]2[CH:19]=[CH:18][C:17]([O:20][CH3:21])=[CH:16][CH:15]=2)[N:13]=1)[C:2]1[CH:7]=[CH:6][CH:5]=[CH:4][CH:3]=1. The catalyst class is: 11. (5) Reactant: C(Cl)(=O)C(Cl)=O.[F:7][C:8]([F:21])([F:20])[C:9]1[CH:14]=[CH:13][C:12]([CH:15]=[CH:16][C:17]([OH:19])=O)=[CH:11][CH:10]=1.[CH3:22][N:23]([CH:34]1[CH2:39][CH2:38][N:37]([CH3:40])[CH2:36][CH2:35]1)[C:24]1[O:25][C:26]2[CH:32]=[CH:31][C:30]([NH2:33])=[CH:29][C:27]=2[N:28]=1.N1C=CC=CC=1. Product: [CH3:22][N:23]([CH2:34][CH:39]1[CH2:35][CH2:36][N:37]([CH3:40])[CH2:38]1)[C:24]1[O:25][C:26]2[CH:32]=[CH:31][C:30]([NH:33][C:17](=[O:19])[CH:16]=[CH:15][C:12]3[CH:11]=[CH:10][C:9]([C:8]([F:7])([F:21])[F:20])=[CH:14][CH:13]=3)=[CH:29][C:27]=2[N:28]=1. The catalyst class is: 85.